This data is from Reaction yield outcomes from USPTO patents with 853,638 reactions. The task is: Predict the reaction yield, written as a fraction of the theoretical maximum amount of product (1.0 means a 100% yield; for example, 0.34 means a 34% yield). (1) The reactants are C(OC([N:8]1[C:13]2[CH:14]=[C:15]([Cl:21])[C:16]([N:18]([CH3:20])[CH3:19])=[CH:17][C:12]=2[O:11][CH:10]([C:22]([N:24]2[CH2:29][CH2:28][C:27](C#N)([C:30]([F:39])([F:38])[C:31]3[CH:36]=[CH:35][C:34]([F:37])=[CH:33][CH:32]=3)[CH2:26][CH2:25]2)=[O:23])[CH2:9]1)=O)(C)(C)C.FC(F)(F)C(O)=O. The catalyst is C(Cl)Cl. The product is [Cl:21][C:15]1[C:16]([N:18]([CH3:20])[CH3:19])=[CH:17][C:12]2[O:11][CH:10]([C:22]([N:24]3[CH2:29][CH2:28][CH:27]([C:30]([F:39])([F:38])[C:31]4[CH:36]=[CH:35][C:34]([F:37])=[CH:33][CH:32]=4)[CH2:26][CH2:25]3)=[O:23])[CH2:9][NH:8][C:13]=2[CH:14]=1. The yield is 0.374. (2) The reactants are Br[C:2]1[C:7](=[O:8])[N:6]([CH2:9][C:10]2[CH:15]=[CH:14][C:13]([C:16]3[C:17]([C:22]#[N:23])=[CH:18][CH:19]=[CH:20][CH:21]=3)=[CH:12][CH:11]=2)[C:5]([CH2:24][CH2:25][CH3:26])=[N:4][C:3]=1[CH2:27][CH3:28].[O:29]1[C:33]2[CH:34]=[CH:35][C:36]([OH:38])=[CH:37][C:32]=2[O:31][CH2:30]1.[OH-].[K+].CS(C)=O. The catalyst is C(OCC)(=O)C. The product is [O:29]1[C:33]2[CH:34]=[CH:35][C:36]([O:38][C:2]3[C:7](=[O:8])[N:6]([CH2:9][C:10]4[CH:15]=[CH:14][C:13]([C:16]5[C:17]([C:22]#[N:23])=[CH:18][CH:19]=[CH:20][CH:21]=5)=[CH:12][CH:11]=4)[C:5]([CH2:24][CH2:25][CH3:26])=[N:4][C:3]=3[CH2:27][CH3:28])=[CH:37][C:32]=2[O:31][CH2:30]1. The yield is 0.860.